From a dataset of Catalyst prediction with 721,799 reactions and 888 catalyst types from USPTO. Predict which catalyst facilitates the given reaction. (1) Reactant: [Cl:1][C:2]1[CH:38]=[C:37]([Cl:39])[CH:36]=[CH:35][C:3]=1[C:4]([NH:6][C:7]([CH3:34])([C:9]1([C:28]2[CH:33]=[CH:32][CH:31]=[CH:30][N:29]=2)[CH2:14][CH2:13][N:12]([S:15]([NH:18][CH2:19][CH2:20]C(OC(C)(C)C)=O)(=[O:17])=[O:16])[CH2:11][CH2:10]1)[CH3:8])=[O:5].C(O)(C(F)(F)F)=O. Product: [Cl:1][C:2]1[CH:38]=[C:37]([Cl:39])[CH:36]=[CH:35][C:3]=1[C:4]([NH:6][C:7]([CH3:34])([C:9]1([C:28]2[CH:33]=[CH:32][CH:31]=[CH:30][N:29]=2)[CH2:10][CH2:11][N:12]([S:15]([NH:18][CH2:19][CH3:20])(=[O:17])=[O:16])[CH2:13][CH2:14]1)[CH3:8])=[O:5]. The catalyst class is: 2. (2) Reactant: [CH3:1][NH:2][CH2:3][C:4]1[CH:5]=[CH:6][CH:7]=[C:8]2[C:12]=1[N:11]([CH3:13])[CH:10]=[CH:9]2.Cl.Cl.[CH3:16][N:17]1[CH2:23][C:22]2[CH:24]=[C:25](/[CH:28]=[CH:29]/[C:30](O)=[O:31])[CH:26]=[N:27][C:21]=2[NH:20][C:19](=[O:33])[CH2:18]1.C1C=CC2N(O)N=NC=2C=1.C(N(C(C)C)CC)(C)C.CCN=C=NCCCN(C)C.Cl. Product: [CH3:1][N:2]([CH2:3][C:4]1[CH:5]=[CH:6][CH:7]=[C:8]2[C:12]=1[N:11]([CH3:13])[CH:10]=[CH:9]2)[C:30](=[O:31])/[CH:29]=[CH:28]/[C:25]1[CH:26]=[N:27][C:21]2[NH:20][C:19](=[O:33])[CH2:18][N:17]([CH3:16])[CH2:23][C:22]=2[CH:24]=1. The catalyst class is: 18. (3) Reactant: [C:1]1(B(O)O)[CH:6]=[CH:5][CH:4]=[CH:3][CH:2]=1.Br[C:11]1[C:12]2[CH:22]=[CH:21][CH:20]=[CH:19][C:13]=2[S:14][C:15]=1[C:16](=[O:18])[CH3:17].C(=O)([O-])[O-].[Na+].[Na+]. Product: [C:1]1([C:11]2[C:12]3[CH:22]=[CH:21][CH:20]=[CH:19][C:13]=3[S:14][C:15]=2[C:16](=[O:18])[CH3:17])[CH:6]=[CH:5][CH:4]=[CH:3][CH:2]=1. The catalyst class is: 747. (4) Reactant: [C:1]1([C:7]2[CH:15]=[CH:14][CH:13]=[C:12]3[C:8]=2[CH:9]=[CH:10][CH2:11]3)[CH:6]=[CH:5][CH:4]=[CH:3][CH:2]=1.CO[CH2:18][CH2:19]OC.[OH-].[K+].[C:24]1(=O)[CH2:29][CH2:28][CH2:27][CH2:26][CH2:25]1. Product: [C:1]1([C:7]2[CH:15]=[CH:14][CH:13]=[C:12]3[C:8]=2[CH:9]=[CH:10][CH:11]3[C:24]2([CH:11]3[C:12]4[C:8](=[C:7]([C:19]5[CH:18]=[CH:6][CH:1]=[CH:2][CH:3]=5)[CH:15]=[CH:14][CH:13]=4)[CH:9]=[CH:10]3)[CH2:29][CH2:28][CH2:27][CH2:26][CH2:25]2)[CH:2]=[CH:3][CH:4]=[CH:5][CH:6]=1. The catalyst class is: 6. (5) Reactant: [Cl:1][C:2]1[S:6][C:5]2[C:7]3([O:24][CH2:25][C:26]([F:28])([F:27])[C:4]=2[CH:3]=1)[CH2:12][CH2:11][N:10]([CH2:13][C:14]1[C:15]([C:19]([O:21][CH2:22][CH3:23])=[O:20])=[N:16][NH:17][CH:18]=1)[CH2:9][CH2:8]3.C(=O)([O-])[O-].[K+].[K+].F[C:36]1[C:41]([F:42])=[CH:40][CH:39]=[CH:38][N:37]=1.C(Cl)Cl. The catalyst class is: 9. Product: [Cl:1][C:2]1[S:6][C:5]2[C:7]3([O:24][CH2:25][C:26]([F:27])([F:28])[C:4]=2[CH:3]=1)[CH2:8][CH2:9][N:10]([CH2:13][C:14]1[C:15]([C:19]([O:21][CH2:22][CH3:23])=[O:20])=[N:16][N:17]([C:36]2[C:41]([F:42])=[CH:40][CH:39]=[CH:38][N:37]=2)[CH:18]=1)[CH2:11][CH2:12]3. (6) Reactant: [CH3:1][CH2:2][O:3][C:4]1[N:12]([CH2:13][C:14]2[CH:19]=[CH:18][C:17]([C:20]3[C:25]([C:26]4[N:30](C(C5C=CC=CC=5)(C5C=CC=CC=5)C5C=CC=CC=5)[N:29]=[N:28][N:27]=4)=[CH:24][CH:23]=[CH:22][CH:21]=3)=[CH:16][CH:15]=2)[C:11]2[C:6](=[CH:7][CH:8]=[CH:9][C:10]=2[C:50]([O:52][CH:53]([O:55][C:56]([O:58][CH:59]2[CH2:64][CH2:63][CH2:62][CH2:61][CH2:60]2)=[O:57])[CH3:54])=[O:51])[N:5]=1.CO. Product: [CH3:1][CH2:2][O:3][C:4]1[N:12]([CH2:13][C:14]2[CH:19]=[CH:18][C:17]([C:20]3[CH:21]=[CH:22][CH:23]=[CH:24][C:25]=3[C:26]3[N:27]=[N:28][NH:29][N:30]=3)=[CH:16][CH:15]=2)[C:11]2[C:10]([C:50]([O:52][CH:53]([O:55][C:56]([O:58][CH:59]3[CH2:60][CH2:61][CH2:62][CH2:63][CH2:64]3)=[O:57])[CH3:54])=[O:51])=[CH:9][CH:8]=[CH:7][C:6]=2[N:5]=1. The catalyst class is: 6.